Dataset: Reaction yield outcomes from USPTO patents with 853,638 reactions. Task: Predict the reaction yield, written as a fraction of the theoretical maximum amount of product (1.0 means a 100% yield; for example, 0.34 means a 34% yield). The reactants are [NH:1]1[CH2:6][CH2:5][CH:4]([N:7]2[C:16](=[O:17])[CH2:15][C:14]3[C:9](=[CH:10][CH:11]=[CH:12][CH:13]=3)[CH2:8]2)[CH2:3][CH2:2]1.Cl[C:19]1[C:27]2[NH:26][N:25]=[CH:24][C:23]=2[C:22]2[CH2:28][N:29]([CH2:54][C:55]([CH3:58])([CH3:57])[CH3:56])[C:30](=[O:53])[C@@H:31]([CH2:33][C:34](=[O:52])N3CCC(N4CC5C(=CC=CC=5)NC4=O)CC3)[CH2:32][C:21]=2[CH:20]=1. No catalyst specified. The product is [CH2:54]([N:29]1[C:30](=[O:53])[C@H:31]([CH2:33][C:34](=[O:52])[N:1]2[CH2:6][CH2:5][CH:4]([N:7]3[C:16](=[O:17])[CH2:15][C:14]4[C:9](=[CH:10][CH:11]=[CH:12][CH:13]=4)[CH2:8]3)[CH2:3][CH2:2]2)[CH2:32][C:21]2[CH:20]=[CH:19][C:27]3[NH:26][N:25]=[CH:24][C:23]=3[C:22]=2[CH2:28]1)[C:55]([CH3:58])([CH3:57])[CH3:56]. The yield is 0.400.